Dataset: Forward reaction prediction with 1.9M reactions from USPTO patents (1976-2016). Task: Predict the product of the given reaction. (1) Given the reactants [O:1]=[C:2]1[C:7]2=[CH:8][C:9]3[CH:10]=[CH:11][C:12]([C:15](O)=[O:16])=[CH:13][C:14]=3[N:6]2[C:5]2([CH2:20][CH2:19][CH2:18]2)[CH2:4][NH:3]1.CCN=C=NCCCN(C)C.Cl.Cl.[NH:34]1[CH2:39][CH2:38][CH2:37][C@@H:36]([NH:40][C:41](=[O:47])[O:42][C:43]([CH3:46])([CH3:45])[CH3:44])[CH2:35]1, predict the reaction product. The product is: [O:1]=[C:2]1[C:7]2=[CH:8][C:9]3[CH:10]=[CH:11][C:12]([C:15]([N:34]4[CH2:39][CH2:38][CH2:37][C@@H:36]([NH:40][C:41](=[O:47])[O:42][C:43]([CH3:45])([CH3:44])[CH3:46])[CH2:35]4)=[O:16])=[CH:13][C:14]=3[N:6]2[C:5]2([CH2:20][CH2:19][CH2:18]2)[CH2:4][NH:3]1. (2) Given the reactants C(OC(=O)[NH:7][CH:8]([CH2:21][C:22]1[C:30]2[C:25](=[CH:26][CH:27]=[CH:28][CH:29]=2)[NH:24][CH:23]=1)[C:9]([N:11]1[CH2:20][CH2:19][C:18]2[C:13](=[CH:14][CH:15]=[CH:16][CH:17]=2)[CH2:12]1)=[O:10])(C)(C)C.FC(F)(F)C(O)=O, predict the reaction product. The product is: [NH2:7][CH:8]([CH2:21][C:22]1[C:30]2[C:25](=[CH:26][CH:27]=[CH:28][CH:29]=2)[NH:24][CH:23]=1)[C:9]([N:11]1[CH2:20][CH2:19][C:18]2[C:13](=[CH:14][CH:15]=[CH:16][CH:17]=2)[CH2:12]1)=[O:10]. (3) Given the reactants [CH2:1]([O:8][C:9]1[C:17]2[N:16]=[C:15]([CH:18]3[CH2:20][CH2:19]3)[N:14]([CH3:21])[C:13]=2[CH:12]=[C:11](Br)[CH:10]=1)[C:2]1[CH:7]=[CH:6][CH:5]=[CH:4][CH:3]=1.C1(P(C2C=CC=CC=2)C2C=CC=CC=2)C=CC=CC=1.[CH3:42][NH:43][CH3:44].[C:45](=[O:47])=O, predict the reaction product. The product is: [CH3:42][N:43]([CH3:44])[C:45]([C:11]1[CH:10]=[C:9]([O:8][CH2:1][C:2]2[CH:7]=[CH:6][CH:5]=[CH:4][CH:3]=2)[C:17]2[N:16]=[C:15]([CH:18]3[CH2:20][CH2:19]3)[N:14]([CH3:21])[C:13]=2[CH:12]=1)=[O:47]. (4) Given the reactants [Cl:1][C:2]1[CH:7]=[CH:6][C:5]([SH:8])=[CH:4][CH:3]=1.O=[C:10]1[C:14]2[CH:15]=[CH:16][CH:17]=[CH:18][C:13]=2[O:12][CH:11]1[C:19]([O:21][CH2:22][CH3:23])=[O:20], predict the reaction product. The product is: [Cl:1][C:2]1[CH:7]=[CH:6][C:5]([S:8][C:10]2[C:14]3[CH:15]=[CH:16][CH:17]=[CH:18][C:13]=3[O:12][C:11]=2[C:19]([O:21][CH2:22][CH3:23])=[O:20])=[CH:4][CH:3]=1. (5) Given the reactants C(OC([NH:8][CH2:9][CH2:10][CH2:11][C:12]([O:14][C:15]1[C:20]([CH3:21])=[CH:19][CH:18]=[CH:17][C:16]=1[CH3:22])=[O:13])=O)(C)(C)C.[ClH:23], predict the reaction product. The product is: [ClH:23].[NH2:8][CH2:9][CH2:10][CH2:11][C:12]([O:14][C:15]1[C:20]([CH3:21])=[CH:19][CH:18]=[CH:17][C:16]=1[CH3:22])=[O:13]. (6) Given the reactants CN(C(ON1N=NC2C=CC=NC1=2)=[N+](C)C)C.F[P-](F)(F)(F)(F)F.[CH:25]([C:28]1[S:32][CH:31]=[C:30]([C:33]([OH:35])=O)[CH:29]=1)([CH3:27])[CH3:26].[O:36]1[C:41]2([CH2:46][CH2:45][N:44]([CH2:47][C:48]3[C:49]([F:57])=[C:50]([CH2:54][CH2:55][OH:56])[CH:51]=[CH:52][CH:53]=3)[CH2:43][CH2:42]2)[CH2:40][NH:39][CH2:38][CH2:37]1.C(N(CC)CC)C, predict the reaction product. The product is: [F:57][C:49]1[C:50]([CH2:54][CH2:55][OH:56])=[CH:51][CH:52]=[CH:53][C:48]=1[CH2:47][N:44]1[CH2:45][CH2:46][C:41]2([O:36][CH2:37][CH2:38][N:39]([C:33]([C:30]3[CH:29]=[C:28]([CH:25]([CH3:26])[CH3:27])[S:32][CH:31]=3)=[O:35])[CH2:40]2)[CH2:42][CH2:43]1. (7) Given the reactants C(Cl)(=O)C(Cl)=O.[I:7][C:8]1[CH:16]=[C:15]([Cl:17])[CH:14]=[CH:13][C:9]=1[C:10]([OH:12])=O.C(N(CC)CC)C.[CH2:25]([NH:27][C:28]1[CH:33]=[CH:32][CH:31]=[CH:30][CH:29]=1)[CH3:26], predict the reaction product. The product is: [Cl:17][C:15]1[CH:14]=[CH:13][C:9]([C:10]([N:27]([CH2:25][CH3:26])[C:28]2[CH:33]=[CH:32][CH:31]=[CH:30][CH:29]=2)=[O:12])=[C:8]([I:7])[CH:16]=1. (8) Given the reactants [CH3:1][NH:2][CH:3]1[CH2:16][C:15]2[C:6]([CH3:25])([CH:7]3[CH:12]([CH2:13][CH:14]=2)[CH:11]2[CH2:17][CH2:18][CH:19]4[CH:20]([CH3:24])[N:21]([CH3:23])[CH2:22][C:10]24[CH2:9][CH2:8]3)[CH2:5][CH2:4]1.Br[C:27]1[CH:34]=[CH:33][C:30]([C:31]#[N:32])=[CH:29][CH:28]=1.C1(P(C2C=CC=CC=2)C2C=CC3C(=CC=CC=3)C=2C2C3C(=CC=CC=3)C=CC=2P(C2C=CC=CC=2)C2C=CC=CC=2)C=CC=CC=1.C(=O)([O-])[O-].[Cs+].[Cs+], predict the reaction product. The product is: [CH3:1][N:2]([CH:3]1[CH2:16][C:15]2[C:6]([CH3:25])([CH:7]3[CH:12]([CH2:13][CH:14]=2)[CH:11]2[CH2:17][CH2:18][CH:19]4[CH:20]([CH3:24])[N:21]([CH3:23])[CH2:22][C:10]24[CH2:9][CH2:8]3)[CH2:5][CH2:4]1)[C:27]1[CH:34]=[CH:33][C:30]([C:31]#[N:32])=[CH:29][CH:28]=1. (9) Given the reactants Cl[C:2]1[C:7]([CH2:8][C:9]([O:11][CH3:12])=[O:10])=[C:6]([N:13]([CH3:15])[CH3:14])[N:5]=[C:4]([CH2:16][C:17]2[CH:22]=[CH:21][C:20]([N+:23]([O-])=O)=[CH:19][CH:18]=2)[N:3]=1.C([O-])(=O)C.[K+], predict the reaction product. The product is: [NH2:23][C:20]1[CH:19]=[CH:18][C:17]([CH2:16][C:4]2[N:5]=[C:6]([N:13]([CH3:15])[CH3:14])[C:7]([CH2:8][C:9]([O:11][CH3:12])=[O:10])=[CH:2][N:3]=2)=[CH:22][CH:21]=1. (10) The product is: [C:29](=[N:42][C:43]1[CH:54]=[C:47]([C:48]([C:13]2[C:14]3[CH:15]=[N:16][CH:17]=[C:18]([F:20])[C:19]=3[N:11]([C:8]([CH3:10])([CH3:9])[CH2:7][O:6][Si:5]([C:1]([CH3:4])([CH3:3])[CH3:2])([CH3:23])[CH3:22])[CH:12]=2)=[O:49])[CH:46]=[N:45][CH:44]=1)([C:36]1[CH:37]=[CH:38][CH:39]=[CH:40][CH:41]=1)[C:30]1[CH:35]=[CH:34][CH:33]=[CH:32][CH:31]=1. Given the reactants [C:1]([Si:5]([CH3:23])([CH3:22])[O:6][CH2:7][C:8]([N:11]1[C:19]2[C:18]([F:20])=[CH:17][N:16]=[CH:15][C:14]=2[C:13](I)=[CH:12]1)([CH3:10])[CH3:9])([CH3:4])([CH3:3])[CH3:2].[Li]CCCC.[C:29](=[N:42][C:43]1[CH:44]=[N:45][CH:46]=[C:47]([CH:54]=1)[C:48](N(OC)C)=[O:49])([C:36]1[CH:41]=[CH:40][CH:39]=[CH:38][CH:37]=1)[C:30]1[CH:35]=[CH:34][CH:33]=[CH:32][CH:31]=1, predict the reaction product.